Dataset: Catalyst prediction with 721,799 reactions and 888 catalyst types from USPTO. Task: Predict which catalyst facilitates the given reaction. (1) Reactant: [OH:1][C:2]1[CH:7]=[CH:6][C:5]([N+:8]([O-:10])=[O:9])=[CH:4][C:3]=1[C:11](=[O:14])[CH2:12][CH3:13].[C:15]1([CH:21]([C:25]2[CH:30]=[CH:29][CH:28]=[CH:27][CH:26]=2)[CH2:22][CH2:23]O)[CH:20]=[CH:19][CH:18]=[CH:17][CH:16]=1.C1CCN(C(/N=N/C(N2CCCCC2)=O)=O)CC1.C1(P(C2C=CC=CC=2)C2C=CC=CC=2)C=CC=CC=1. Product: [C:15]1([CH:21]([C:25]2[CH:26]=[CH:27][CH:28]=[CH:29][CH:30]=2)[CH2:22][CH2:23][O:1][C:2]2[CH:7]=[CH:6][C:5]([N+:8]([O-:10])=[O:9])=[CH:4][C:3]=2[C:11](=[O:14])[CH2:12][CH3:13])[CH:20]=[CH:19][CH:18]=[CH:17][CH:16]=1. The catalyst class is: 93. (2) Reactant: Cl[C:2]([O:4][C:5]1[CH:10]=[CH:9][CH:8]=[CH:7][CH:6]=1)=[O:3].[NH2:11][C:12]1[CH:16]=[C:15]([C:17]([CH3:20])([CH3:19])[CH3:18])[O:14][N:13]=1.O. The catalyst class is: 859. Product: [C:17]([C:15]1[O:14][N:13]=[C:12]([NH:11][C:2](=[O:3])[O:4][C:5]2[CH:10]=[CH:9][CH:8]=[CH:7][CH:6]=2)[CH:16]=1)([CH3:20])([CH3:19])[CH3:18]. (3) Reactant: [NH2:1][C:2]1[NH:7][C:6](=[O:8])[C:5]([Br:9])=[C:4]([C:10]2[CH:15]=[CH:14][CH:13]=[CH:12][CH:11]=2)[N:3]=1.CCN(CC)CC.[C:23](O[C:23]([O:24][CH2:25][CH3:26])=[O:27])(=[O:27])[O:24][CH2:25][CH3:26]. Product: [CH2:25]([O:24][C:23](=[O:27])[NH:1][C:2]1[NH:7][C:6](=[O:8])[C:5]([Br:9])=[C:4]([C:10]2[CH:15]=[CH:14][CH:13]=[CH:12][CH:11]=2)[N:3]=1)[CH3:26]. The catalyst class is: 3. (4) Reactant: Br[C:2]1[CH:7]=[CH:6][C:5]([CH2:8][C:9]([OH:11])=[O:10])=[C:4]([F:12])[CH:3]=1.[CH2:13]([O:15][C:16]1[C:17]([O:31][CH2:32][C:33]2[CH:38]=[CH:37][C:36]([O:39][CH3:40])=[CH:35][CH:34]=2)=[N:18][CH:19]=[C:20](B2OC(C)(C)C(C)(C)O2)[CH:21]=1)[CH3:14].C([O-])([O-])=O.[Cs+].[Cs+]. Product: [CH2:13]([O:15][C:16]1[CH:21]=[C:20]([C:2]2[CH:7]=[CH:6][C:5]([CH2:8][C:9]([OH:11])=[O:10])=[C:4]([F:12])[CH:3]=2)[CH:19]=[N:18][C:17]=1[O:31][CH2:32][C:33]1[CH:34]=[CH:35][C:36]([O:39][CH3:40])=[CH:37][CH:38]=1)[CH3:14]. The catalyst class is: 117. (5) Reactant: Br[C:2]1[C:6]2[C:7](=[O:11])[NH:8][CH2:9][CH2:10][C:5]=2[S:4][CH:3]=1.[F:12][C:13]1[CH:18]=[CH:17][C:16](B(O)O)=[CH:15][CH:14]=1.C1(C)C=CC=CC=1. Product: [F:12][C:13]1[CH:18]=[CH:17][C:16]([C:2]2[C:6]3[C:7](=[O:11])[NH:8][CH2:9][CH2:10][C:5]=3[S:4][CH:3]=2)=[CH:15][CH:14]=1. The catalyst class is: 103.